This data is from Full USPTO retrosynthesis dataset with 1.9M reactions from patents (1976-2016). The task is: Predict the reactants needed to synthesize the given product. (1) Given the product [NH:33]1[C:37]2[CH:38]=[CH:39][C:40]([CH2:42][NH:43][CH2:44][CH2:45][N:46]3[C:55]4[C:50]([C:51](=[O:57])[NH:52][C:53](=[O:56])[N:54]=4)=[N:49][C:48]4[CH:58]=[C:59]([CH3:63])[C:60]([CH3:62])=[CH:61][C:47]3=4)=[CH:41][C:36]=2[N:35]=[CH:34]1, predict the reactants needed to synthesize it. The reactants are: CC1C(C)=CC2N(CC=O)C3C(C(=O)NC(=O)N=3)=NC=2C=1.N1C2C=CC(CN)=CC=2N=C1.[NH:33]1[C:37]2[CH:38]=[CH:39][C:40]([CH2:42][N:43](C)[CH2:44][CH2:45][N:46]3[C:55]4[C:50]([C:51](=[O:57])[NH:52][C:53](=[O:56])[N:54]=4)=[N:49][C:48]4[CH:58]=[C:59]([CH3:63])[C:60]([CH3:62])=[CH:61][C:47]3=4)=[CH:41][C:36]=2[N:35]=[CH:34]1. (2) Given the product [Br:14][C:9]1[CH:10]=[C:11]([O:12][CH3:13])[C:3]([O:2][CH3:1])=[CH:4][C:5]=1[C:6]([OH:8])=[O:7], predict the reactants needed to synthesize it. The reactants are: [CH3:1][O:2][C:3]1[CH:4]=[C:5]([CH:9]=[CH:10][C:11]=1[O:12][CH3:13])[C:6]([OH:8])=[O:7].[Br:14]Br.O. (3) Given the product [NH2:12][C:10]1[S:11][C:7]2[C:8](=[C:3]([OH:2])[CH:4]=[CH:5][CH:6]=2)[N:9]=1, predict the reactants needed to synthesize it. The reactants are: C[O:2][C:3]1[C:8]2[N:9]=[C:10]([NH2:12])[S:11][C:7]=2[CH:6]=[CH:5][CH:4]=1.B(Br)(Br)Br. (4) Given the product [Br:1][C:2]1[CH:14]=[C:13]2[C:5]([C:6]3[CH2:7][CH:8]([C:15]([O:17][CH2:18][CH3:19])=[O:16])[CH2:9][CH2:10][C:11]=3[NH:12]2)=[C:4]([C:20](=[O:22])[NH2:33])[CH:3]=1, predict the reactants needed to synthesize it. The reactants are: [Br:1][C:2]1[CH:3]=[C:4]([C:20]([OH:22])=O)[C:5]2[C:6]3[CH2:7][CH:8]([C:15]([O:17][CH2:18][CH3:19])=[O:16])[CH2:9][CH2:10][C:11]=3[NH:12][C:13]=2[CH:14]=1.C(Cl)CCl.C1C=CC2N(O)N=[N:33]C=2C=1.[OH-].[NH4+].